Task: Regression. Given two drug SMILES strings and cell line genomic features, predict the synergy score measuring deviation from expected non-interaction effect.. Dataset: NCI-60 drug combinations with 297,098 pairs across 59 cell lines Drug 1: CC1=C2C(C(=O)C3(C(CC4C(C3C(C(C2(C)C)(CC1OC(=O)C(C(C5=CC=CC=C5)NC(=O)OC(C)(C)C)O)O)OC(=O)C6=CC=CC=C6)(CO4)OC(=O)C)O)C)O. Drug 2: CC1=C(C(=CC=C1)Cl)NC(=O)C2=CN=C(S2)NC3=CC(=NC(=N3)C)N4CCN(CC4)CCO. Cell line: NCI/ADR-RES. Synergy scores: CSS=4.41, Synergy_ZIP=1.85, Synergy_Bliss=5.35, Synergy_Loewe=4.03, Synergy_HSA=2.32.